The task is: Predict the reaction yield, written as a fraction of the theoretical maximum amount of product (1.0 means a 100% yield; for example, 0.34 means a 34% yield).. This data is from Reaction yield outcomes from USPTO patents with 853,638 reactions. (1) The reactants are [O:1]1[CH:5]=[CH:4][C:3]([NH2:6])=[N:2]1.C[Si]([N-][Si](C)(C)C)(C)C.[Li+].[F:17][C:18]1[CH:23]=[C:22]([N:24]2[C:33]3[C:28](=[CH:29][C:30]([S:34](Cl)(=[O:36])=[O:35])=[CH:31][CH:32]=3)[CH:27]=[CH:26][C:25]2=[O:38])[C:21]([O:39][CH3:40])=[CH:20][C:19]=1[C:41]1[CH:46]=[CH:45][CH:44]=[C:43]([F:47])[CH:42]=1. The catalyst is C1COCC1. The product is [F:17][C:18]1[CH:23]=[C:22]([N:24]2[C:33]3[C:28](=[CH:29][C:30]([S:34]([NH:6][C:3]4[CH:4]=[CH:5][O:1][N:2]=4)(=[O:36])=[O:35])=[CH:31][CH:32]=3)[CH:27]=[CH:26][C:25]2=[O:38])[C:21]([O:39][CH3:40])=[CH:20][C:19]=1[C:41]1[CH:46]=[CH:45][CH:44]=[C:43]([F:47])[CH:42]=1. The yield is 0.136. (2) The product is [CH3:1][O:2][C:3]1[CH:16]=[C:15]([O:17][CH3:18])[CH:14]=[CH:13][C:4]=1[CH2:5][N:6]([C:7]1[CH:12]=[CH:11][N:10]=[CH:9][N:8]=1)[S:26]([C:23]1[CH:24]=[CH:25][C:20]([F:19])=[C:21]([CH3:30])[CH:22]=1)(=[O:27])=[O:28]. The yield is 0.500. The catalyst is C1COCC1. The reactants are [CH3:1][O:2][C:3]1[CH:16]=[C:15]([O:17][CH3:18])[CH:14]=[CH:13][C:4]=1[CH2:5][NH:6][C:7]1[CH:12]=[CH:11][N:10]=[CH:9][N:8]=1.[F:19][C:20]1[CH:25]=[CH:24][C:23]([S:26](Cl)(=[O:28])=[O:27])=[CH:22][C:21]=1[CH3:30].N12CCN(CC1)CC2. (3) The reactants are [Cl:1][C:2]1[CH:3]=[C:4]([CH:23]=[CH:24][CH:25]=1)[CH2:5][O:6][C:7]1[CH:16]=[C:15]2[C:10]([CH:11]=[C:12]([CH2:17][C:18]([O:20][CH2:21]C)=[O:19])[CH:13]=[N:14]2)=[CH:9][CH:8]=1.C([O-])([O-])=O.[K+].[K+]. The catalyst is CO. The product is [Cl:1][C:2]1[CH:3]=[C:4]([CH:23]=[CH:24][CH:25]=1)[CH2:5][O:6][C:7]1[CH:16]=[C:15]2[C:10]([CH:11]=[C:12]([CH2:17][C:18]([O:20][CH3:21])=[O:19])[CH:13]=[N:14]2)=[CH:9][CH:8]=1. The yield is 0.690. (4) The reactants are Cl[C:2]1[CH:3]=[C:4]2[C:8](=[CH:9][C:10]=1[Cl:11])[NH:7][C:6](=[O:12])[C:5]2=[O:13].[H-].[Na+].Br[CH2:17][C:18]([O:20]CC)=[O:19].[ClH:23]. The catalyst is CN(C=O)C. The product is [Cl:11][C:10]1[C:9]([Cl:23])=[C:8]2[C:4]([C:5](=[O:13])[C:6](=[O:12])[N:7]2[CH2:17][C:18]([OH:20])=[O:19])=[CH:3][CH:2]=1. The yield is 0.670. (5) The reactants are [CH2:1]([OH:8])[C:2]1[CH:7]=[CH:6][CH:5]=[CH:4][CH:3]=1.C(=O)([O-])[O-].[K+].[K+].CN(C)C=O.F[C:21]1[CH:22]=[CH:23][C:24]([N+:29]([O-:31])=[O:30])=[C:25]([CH:28]=1)[NH:26][CH3:27]. The catalyst is O. The product is [CH2:1]([O:8][C:21]1[CH:22]=[CH:23][C:24]([N+:29]([O-:31])=[O:30])=[C:25]([CH:28]=1)[NH:26][CH3:27])[C:2]1[CH:7]=[CH:6][CH:5]=[CH:4][CH:3]=1. The yield is 0.880. (6) The reactants are [C:1]([O:5][C:6]([N:8]([C:13]1[CH:14]=[C:15]([C:21]2[CH:22]=[C:23]3[C:32](I)=[CH:31][N:30]([C:34]([O:36][C:37]([CH3:40])([CH3:39])[CH3:38])=[O:35])[C:24]3=[N:25][C:26]=2[CH:27]2[CH2:29][CH2:28]2)[CH:16]=[CH:17][C:18]=1[O:19][CH3:20])[S:9]([CH3:12])(=[O:11])=[O:10])=[O:7])([CH3:4])([CH3:3])[CH3:2].[F:41][C:42]1[CH:43]=[C:44]([CH:62]=[CH:63][CH:64]=1)[CH2:45][N:46]1[C:50]([CH3:51])=[C:49](B2OC(C)(C)C(C)(C)O2)[C:48]([CH3:61])=[N:47]1.C(=O)([O-])[O-].[Na+].[Na+]. The catalyst is Cl[Pd](Cl)([P](C1C=CC=CC=1)(C1C=CC=CC=1)C1C=CC=CC=1)[P](C1C=CC=CC=1)(C1C=CC=CC=1)C1C=CC=CC=1.COCCOC.O. The product is [C:1]([O:5][C:6]([N:8]([C:13]1[CH:14]=[C:15]([C:21]2[CH:22]=[C:23]3[C:32]([C:49]4[C:48]([CH3:61])=[N:47][N:46]([CH2:45][C:44]5[CH:62]=[CH:63][CH:64]=[C:42]([F:41])[CH:43]=5)[C:50]=4[CH3:51])=[CH:31][N:30]([C:34]([O:36][C:37]([CH3:40])([CH3:39])[CH3:38])=[O:35])[C:24]3=[N:25][C:26]=2[CH:27]2[CH2:29][CH2:28]2)[CH:16]=[CH:17][C:18]=1[O:19][CH3:20])[S:9]([CH3:12])(=[O:11])=[O:10])=[O:7])([CH3:4])([CH3:3])[CH3:2]. The yield is 0.254. (7) The reactants are Cl.[F:2][C:3]1([F:13])[CH2:7][NH:6][C@H:5]([CH2:8][CH2:9][C:10]([OH:12])=[O:11])[CH2:4]1.Br[CH2:15][C:16]1[NH:21][C:20]([C:22]2[S:23][CH:24]=[CH:25][N:26]=2)=[N:19][C@@H:18]([C:27]2[CH:32]=[CH:31][C:30]([Cl:33])=[CH:29][C:28]=2[Cl:34])[C:17]=1[C:35]([O:37][CH3:38])=[O:36].[C:39](=O)([O-])[O-].[K+].[K+]. The product is [Cl:34][C:28]1[CH:29]=[C:30]([Cl:33])[CH:31]=[CH:32][C:27]=1[C@@H:18]1[N:19]=[C:20]([C:22]2[S:23][CH:24]=[CH:25][N:26]=2)[NH:21][C:16]([CH2:15][N:6]2[CH2:7][C:3]([F:2])([F:13])[CH2:4][C@H:5]2[CH2:8][CH2:9][C:10]([OH:12])=[O:11])=[C:17]1[C:35]([O:37][CH2:38][CH3:39])=[O:36]. The yield is 0.720. The catalyst is C(O)C. (8) The reactants are Cl[C:2]1[CH:7]=[C:6]([NH:8][C@@H:9]2[CH2:14][CH2:13][C@H:12]([C:15]([N:17]3[CH2:22][CH2:21][N:20]([C:23]([O:25][C:26]([CH3:29])([CH3:28])[CH3:27])=[O:24])[CH2:19][C@H:18]3[CH3:30])=[O:16])[CH2:11][CH2:10]2)[C:5]([N+:31]([O-:33])=[O:32])=[CH:4][N:3]=1.[N:34]1([CH2:40][CH2:41][OH:42])[CH2:39][CH2:38][CH2:37][CH2:36][CH2:35]1.C1OCCOCCOCCOCCOCCOC1.C(=O)([O-])[O-].[Cs+].[Cs+]. The catalyst is C1(C)C=CC=CC=1. The product is [CH3:30][C@H:18]1[N:17]([C:15]([C@H:12]2[CH2:13][CH2:14][C@@H:9]([NH:8][C:6]3[C:5]([N+:31]([O-:33])=[O:32])=[CH:4][N:3]=[C:2]([O:42][CH2:41][CH2:40][N:34]4[CH2:39][CH2:38][CH2:37][CH2:36][CH2:35]4)[CH:7]=3)[CH2:10][CH2:11]2)=[O:16])[CH2:22][CH2:21][N:20]([C:23]([O:25][C:26]([CH3:29])([CH3:28])[CH3:27])=[O:24])[CH2:19]1. The yield is 0.692.